Dataset: Full USPTO retrosynthesis dataset with 1.9M reactions from patents (1976-2016). Task: Predict the reactants needed to synthesize the given product. (1) Given the product [NH2:32][C:28]1[CH:27]=[C:26]([C:13]2[C:12]([C:10]3[CH:9]=[CH:8][N:7]=[C:6]([NH:5][C:1]([CH3:4])([CH3:3])[CH3:2])[CH:11]=3)=[CH:16][N:15]([CH2:17][C:18]3[CH:19]=[CH:20][C:21]([O:24][CH3:25])=[CH:22][CH:23]=3)[N:14]=2)[CH:31]=[CH:30][CH:29]=1, predict the reactants needed to synthesize it. The reactants are: [C:1]([NH:5][C:6]1[CH:11]=[C:10]([C:12]2[C:13]([C:26]3[CH:31]=[CH:30][CH:29]=[C:28]([N:32]=C(C4C=CC=CC=4)C4C=CC=CC=4)[CH:27]=3)=[N:14][N:15]([CH2:17][C:18]3[CH:23]=[CH:22][C:21]([O:24][CH3:25])=[CH:20][CH:19]=3)[CH:16]=2)[CH:9]=[CH:8][N:7]=1)([CH3:4])([CH3:3])[CH3:2].Cl.C(OCC)C. (2) Given the product [Cl:11][C:10]1[C:4]2[C:5](=[N:6][CH:7]=[C:2]([B:15]3[O:16][C:17]([CH3:19])([CH3:18])[C:13]([CH3:29])([CH3:12])[O:14]3)[CH:3]=2)[NH:8][CH:9]=1, predict the reactants needed to synthesize it. The reactants are: Br[C:2]1[CH:3]=[C:4]2[C:10]([Cl:11])=[CH:9][NH:8][C:5]2=[N:6][CH:7]=1.[CH3:12][C:13]1([CH3:29])[C:17]([CH3:19])([CH3:18])[O:16][B:15]([B:15]2[O:16][C:17]([CH3:19])([CH3:18])[C:13]([CH3:29])([CH3:12])[O:14]2)[O:14]1.C([O-])(=O)C.[K+].